From a dataset of Forward reaction prediction with 1.9M reactions from USPTO patents (1976-2016). Predict the product of the given reaction. Given the reactants [OH:1][C:2]1[C:7](C(O)=O)=[CH:6][N:5]=[C:4]2[CH:11]=[CH:12][S:13][C:3]=12.S(Cl)(Cl)=O.[CH:18]([Cl:21])(Cl)Cl.[OH-].[NH4+:23], predict the reaction product. The product is: [Cl:21][C:18]1[C:7]([C:2]([NH2:23])=[O:1])=[CH:6][N:5]=[C:4]2[CH:11]=[CH:12][S:13][C:3]=12.